Dataset: NCI-60 drug combinations with 297,098 pairs across 59 cell lines. Task: Regression. Given two drug SMILES strings and cell line genomic features, predict the synergy score measuring deviation from expected non-interaction effect. (1) Drug 1: C1=CC(=CC=C1CCCC(=O)O)N(CCCl)CCCl. Drug 2: CN(CCCl)CCCl.Cl. Cell line: HCT-15. Synergy scores: CSS=16.7, Synergy_ZIP=-4.22, Synergy_Bliss=-0.665, Synergy_Loewe=-6.83, Synergy_HSA=-1.94. (2) Drug 1: COC1=C(C=C2C(=C1)N=CN=C2NC3=CC(=C(C=C3)F)Cl)OCCCN4CCOCC4. Drug 2: CC(C1=C(C=CC(=C1Cl)F)Cl)OC2=C(N=CC(=C2)C3=CN(N=C3)C4CCNCC4)N. Cell line: U251. Synergy scores: CSS=15.1, Synergy_ZIP=-4.72, Synergy_Bliss=0.918, Synergy_Loewe=0.643, Synergy_HSA=1.43. (3) Drug 1: C1=CC(=C2C(=C1NCCNCCO)C(=O)C3=C(C=CC(=C3C2=O)O)O)NCCNCCO. Drug 2: C1=CC(=CC=C1CCCC(=O)O)N(CCCl)CCCl. Cell line: COLO 205. Synergy scores: CSS=68.9, Synergy_ZIP=7.08, Synergy_Bliss=5.21, Synergy_Loewe=9.50, Synergy_HSA=11.9. (4) Cell line: UACC62. Synergy scores: CSS=40.7, Synergy_ZIP=-7.59, Synergy_Bliss=-0.523, Synergy_Loewe=0.812, Synergy_HSA=3.76. Drug 1: C1=C(C(=O)NC(=O)N1)N(CCCl)CCCl. Drug 2: C1=NC2=C(N1)C(=S)N=C(N2)N. (5) Drug 1: C1=NC2=C(N=C(N=C2N1C3C(C(C(O3)CO)O)O)F)N. Drug 2: CC(C)CN1C=NC2=C1C3=CC=CC=C3N=C2N. Cell line: BT-549. Synergy scores: CSS=27.1, Synergy_ZIP=-4.31, Synergy_Bliss=-1.61, Synergy_Loewe=-3.61, Synergy_HSA=-3.43. (6) Drug 1: CC1C(C(CC(O1)OC2CC(CC3=C2C(=C4C(=C3O)C(=O)C5=C(C4=O)C(=CC=C5)OC)O)(C(=O)C)O)N)O.Cl. Drug 2: C1=NNC2=C1C(=O)NC=N2. Cell line: UO-31. Synergy scores: CSS=13.2, Synergy_ZIP=-3.79, Synergy_Bliss=0.0971, Synergy_Loewe=2.11, Synergy_HSA=2.37.